This data is from Peptide-MHC class II binding affinity with 134,281 pairs from IEDB. The task is: Regression. Given a peptide amino acid sequence and an MHC pseudo amino acid sequence, predict their binding affinity value. This is MHC class II binding data. (1) The peptide sequence is EKKYFAATQFEPLPA. The MHC is DRB1_0701 with pseudo-sequence DRB1_0701. The binding affinity (normalized) is 0.840. (2) The peptide sequence is MGQFISFMQEIPTFL. The MHC is DRB1_1101 with pseudo-sequence DRB1_1101. The binding affinity (normalized) is 0.766. (3) The peptide sequence is SQDLELSWNLNGLHAY. The MHC is DRB1_0802 with pseudo-sequence DRB1_0802. The binding affinity (normalized) is 0.303.